This data is from Full USPTO retrosynthesis dataset with 1.9M reactions from patents (1976-2016). The task is: Predict the reactants needed to synthesize the given product. (1) Given the product [Br:1][C:2]1[CH:7]=[CH:6][CH:5]=[C:4]([O:8][CH:10]2[CH2:12][CH2:11]2)[CH:3]=1, predict the reactants needed to synthesize it. The reactants are: [Br:1][C:2]1[CH:3]=[C:4]([OH:8])[CH:5]=[CH:6][CH:7]=1.Br[CH:10]1[CH2:12][CH2:11]1.C([O-])([O-])=O.[K+].[K+].O. (2) Given the product [N+:52]([C:47]1[CH:48]=[N:49][CH:50]=[CH:51][C:10]=1[N:7]1[CH2:8][CH2:9][C@@H:4]2[O:3][C:2](=[O:1])[N:20]([C:21]([O:23][C:24]([CH3:25])([CH3:26])[CH3:27])=[O:22])[C@@H:5]2[CH2:6]1)([O-:54])=[O:53], predict the reactants needed to synthesize it. The reactants are: [O:1]=[C:2]1[N:20]([C:21]([O:23][C:24]([CH3:27])([CH3:26])[CH3:25])=[O:22])[C@@H:5]2[CH2:6][N:7]([C:10](OCC3C=CC=CC=3)=O)[CH2:8][CH2:9][C@@H:4]2[O:3]1.O=C1N(C(OC(C)(C)C)=O)[C@@H]2CNCC[C@@H]2O1.ClC1[CH:51]=[CH:50][N:49]=[CH:48][C:47]=1[N+:52]([O-:54])=[O:53].CCN(C(C)C)C(C)C. (3) The reactants are: [C:1]([O:5][C:6]([N:8]1[CH2:12][C@H:11]([S:13][CH2:14][C:15]2[CH:20]=[CH:19][C:18]([O:21][CH3:22])=[CH:17][CH:16]=2)[CH2:10][C@H:9]1[C:23](=[O:28])N(OC)C)=[O:7])([CH3:4])([CH3:3])[CH3:2].[O-]S([O-])(=O)=O.[Mg+2].OS([O-])(=O)=O.[K+]. Given the product [C:1]([O:5][C:6]([N:8]1[CH2:12][C@H:11]([S:13][CH2:14][C:15]2[CH:20]=[CH:19][C:18]([O:21][CH3:22])=[CH:17][CH:16]=2)[CH2:10][C@H:9]1[CH:23]=[O:28])=[O:7])([CH3:4])([CH3:3])[CH3:2], predict the reactants needed to synthesize it. (4) Given the product [CH3:1][N:2]1[CH2:7][CH2:6][N:5]([C:8]2[CH:13]=[C:12]([C:14]([F:16])([F:15])[F:17])[CH:11]=[CH:10][C:9]=2[C:18]2[CH:27]=[CH:26][CH:25]=[C:24]3[C:19]=2[CH2:20][CH2:21][NH:22][CH2:23]3)[CH2:4][CH2:3]1, predict the reactants needed to synthesize it. The reactants are: [CH3:1][N:2]1[CH2:7][CH2:6][N:5]([C:8]2[CH:13]=[C:12]([C:14]([F:17])([F:16])[F:15])[CH:11]=[CH:10][C:9]=2[C:18]2[CH:27]=[CH:26][CH:25]=[C:24]3[C:19]=2[CH2:20][CH2:21][N:22](C(OC(C)(C)C)=O)[CH2:23]3)[CH2:4][CH2:3]1.Cl.O1CCOCC1. (5) Given the product [CH3:1][S:2][C:5]1[N:10]=[C:9]([C:11]2[N:12]=[C:13]([NH2:16])[S:14][CH:15]=2)[CH:8]=[CH:7][N:6]=1, predict the reactants needed to synthesize it. The reactants are: [CH3:1][S:2]([C:5]1[N:10]=[C:9]([C:11]2[N:12]=[C:13]([NH2:16])[S:14][CH:15]=2)[CH:8]=[CH:7][N:6]=1)(=O)=O.C([O-])(O)=O.[Na+]. (6) Given the product [Cl:8][C:9]1[CH:10]=[C:11]([N:17]2[C:21]([CH3:22])=[C:20]([C:23]([NH:7][CH2:6][C:3]3[CH:4]=[CH:5][O:1][CH:2]=3)=[O:24])[C:19]([CH3:26])=[N:18]2)[CH:12]=[CH:13][C:14]=1[C:15]#[N:16], predict the reactants needed to synthesize it. The reactants are: [O:1]1[CH:5]=[CH:4][C:3]([CH2:6][NH2:7])=[CH:2]1.[Cl:8][C:9]1[CH:10]=[C:11]([N:17]2[C:21]([CH3:22])=[C:20]([C:23](Cl)=[O:24])[C:19]([CH3:26])=[N:18]2)[CH:12]=[CH:13][C:14]=1[C:15]#[N:16]. (7) Given the product [CH:10]1[C:11]([N+:14]([O-:16])=[O:15])=[CH:12][CH:13]=[C:8]([OH:7])[CH:9]=1, predict the reactants needed to synthesize it. The reactants are: C1O[C@@H]([O:7][C:8]2[CH:13]=[CH:12][C:11]([N+:14]([O-:16])=[O:15])=[CH:10][CH:9]=2)[C@H](O)[C@@H](O)[C@@H]1O.C(O)(=O)C.P(=O)(O)(O)O. (8) Given the product [NH2:9][C:3]1[N:4]=[CH:5][N:6]=[C:7]([NH:19][CH2:18][CH2:17][NH:16][C:15](=[O:20])[CH:37]=[CH2:38])[C:2]=1[C:25]1[CH:26]=[CH:27][C:22]([O:21][C:28]2[CH:33]=[CH:32][CH:31]=[CH:30][CH:29]=2)=[CH:23][CH:24]=1, predict the reactants needed to synthesize it. The reactants are: Cl[C:2]1[C:3]([NH2:9])=[N:4][CH:5]=[N:6][C:7]=1Cl.C(O[C:15](=[O:20])[NH:16][CH2:17][CH2:18][NH2:19])(C)(C)C.[O:21]([C:28]1[CH:33]=[CH:32][C:31](B(O)O)=[CH:30][CH:29]=1)[C:22]1[CH:27]=[CH:26][CH:25]=[CH:24][CH:23]=1.[C:37](Cl)(=O)[CH:38]=C. (9) Given the product [CH2:15]([O:17][C:18]([C:20]1[C:21]([C:26]2[NH:11][C:5]3[CH:6]=[C:7]([CH:8]([CH3:10])[CH3:9])[C:2]([Cl:1])=[CH:3][C:4]=3[N:12]=2)=[N:22][NH:23][C:24]=1[CH3:25])=[O:19])[CH3:16], predict the reactants needed to synthesize it. The reactants are: [Cl:1][C:2]1[C:7]([CH:8]([CH3:10])[CH3:9])=[CH:6][C:5]([NH2:11])=[C:4]([N+:12]([O-])=O)[CH:3]=1.[CH2:15]([O:17][C:18]([C:20]1[C:21]([CH:26]=O)=[N:22][NH:23][C:24]=1[CH3:25])=[O:19])[CH3:16].[O-]S(S([O-])=O)=O.[Na+].[Na+]. (10) Given the product [Cl:25][C:14]1[CH:15]=[C:16]([N:19]2[CH2:20][CH2:21][O:22][CH2:23][CH2:24]2)[CH:17]=[CH:18][C:13]=1[NH:12][C:4]1[N:3]=[C:1]([NH2:2])[N:26]([C:28]2[CH:33]=[CH:32][CH:31]=[CH:30][N:29]=2)[N:27]=1, predict the reactants needed to synthesize it. The reactants are: [C:1]([NH:3][C:4](=[N:12][C:13]1[CH:18]=[CH:17][C:16]([N:19]2[CH2:24][CH2:23][O:22][CH2:21][CH2:20]2)=[CH:15][C:14]=1[Cl:25])OC1C=CC=CC=1)#[N:2].[NH:26]([C:28]1[CH:33]=[CH:32][CH:31]=[CH:30][N:29]=1)[NH2:27].ClCCl.